From a dataset of Forward reaction prediction with 1.9M reactions from USPTO patents (1976-2016). Predict the product of the given reaction. (1) Given the reactants Br[CH:2]([C:10]1[CH:11]=[C:12]([CH3:16])[CH:13]=[CH:14][CH:15]=1)[C:3]1[CH:4]=[C:5]([CH3:9])[CH:6]=[CH:7][CH:8]=1.Cl.[O:18]=[C:19]1[C:24]([C:25]([O:27][CH3:28])=[O:26])=[CH:23][CH:22]=[CH:21][NH:20]1.[H-].[Na+], predict the reaction product. The product is: [CH3:9][C:5]1[CH:4]=[C:3]([CH:2]([C:10]2[CH:15]=[CH:14][CH:13]=[C:12]([CH3:16])[CH:11]=2)[N:20]2[CH:21]=[CH:22][CH:23]=[C:24]([C:25]([O:27][CH3:28])=[O:26])[C:19]2=[O:18])[CH:8]=[CH:7][CH:6]=1. (2) Given the reactants [O:1]=[C:2]1[CH2:11][O:10][C:9]2[CH:8]=[C:7]3[NH:12][C:13]([C:15]([OH:17])=O)=[CH:14][C:6]3=[CH:5][C:4]=2[NH:3]1.[F:18][C:19]1[CH:31]=[CH:30][C:22]([CH2:23][CH:24]2[CH2:29][CH2:28][NH:27][CH2:26][CH2:25]2)=[CH:21][CH:20]=1, predict the reaction product. The product is: [F:18][C:19]1[CH:20]=[CH:21][C:22]([CH2:23][CH:24]2[CH2:25][CH2:26][N:27]([C:15]([C:13]3[NH:12][C:7]4=[CH:8][C:9]5[O:10][CH2:11][C:2](=[O:1])[NH:3][C:4]=5[CH:5]=[C:6]4[CH:14]=3)=[O:17])[CH2:28][CH2:29]2)=[CH:30][CH:31]=1. (3) Given the reactants Cl[C:2]1[N:7]=[CH:6][C:5]([CH2:8][C:9]2[C:10]([CH3:20])=[CH:11][C:12]([OH:19])=[C:13]([CH:18]=2)[C:14]([O:16][CH3:17])=[O:15])=[CH:4][CH:3]=1.C1COCC1.[CH3:26][N:27]1[CH:31]=[C:30](B2OC(C)(C)C(C)(C)O2)[C:29]([CH3:41])=[N:28]1.C(=O)([O-])[O-].[K+].[K+], predict the reaction product. The product is: [CH3:26][N:27]1[CH:31]=[C:30]([C:2]2[N:7]=[CH:6][C:5]([CH2:8][C:9]3[C:10]([CH3:20])=[CH:11][C:12]([OH:19])=[C:13]([CH:18]=3)[C:14]([O:16][CH3:17])=[O:15])=[CH:4][CH:3]=2)[C:29]([CH3:41])=[N:28]1. (4) The product is: [Cl:51][C:31]1[C:32]([CH:38]2[CH2:39][CH2:40][NH:41][CH2:42][CH2:43]2)=[CH:33][C:34]([C:36]#[N:37])=[CH:35][C:30]=1[NH:29][C:7]1[N:6]=[C:5]([NH:4][CH:1]2[CH2:2][CH2:3]2)[C:10]2=[N:11][CH:12]=[C:13]([C:14]#[N:15])[N:9]2[N:8]=1. Given the reactants [CH:1]1([N:4](CC2C=CC(OC)=CC=2)[C:5]2[C:10]3=[N:11][CH:12]=[C:13]([C:14]#[N:15])[N:9]3[N:8]=[C:7](S(C)(=O)=O)[N:6]=2)[CH2:3][CH2:2]1.[NH2:29][C:30]1[C:31]([Cl:51])=[C:32]([CH:38]2[CH2:43][CH2:42][N:41](C(OC(C)(C)C)=O)[CH2:40][CH2:39]2)[CH:33]=[C:34]([C:36]#[N:37])[CH:35]=1.C([O-])([O-])=O.[Cs+].[Cs+], predict the reaction product. (5) Given the reactants [OH:1][N:2]=[C:3]([NH2:7])[CH:4]([CH3:6])[CH3:5].[H-].[Na+].C(O[C:13]([C:15]1[CH:16]=[C:17]2[C:21](=[CH:22][CH:23]=1)[N:20]([C:24]1[CH:29]=[CH:28][C:27]([O:30][CH:31]3[CH2:36][CH2:35][N:34]([C:37]([O:39][C:40]([CH3:43])([CH3:42])[CH3:41])=[O:38])[CH2:33][CH2:32]3)=[CH:26][N:25]=1)[CH:19]=[CH:18]2)=O)C, predict the reaction product. The product is: [C:40]([O:39][C:37]([N:34]1[CH2:33][CH2:32][CH:31]([O:30][C:27]2[CH:26]=[N:25][C:24]([N:20]3[C:21]4[C:17](=[CH:16][C:15]([C:13]5[O:1][N:2]=[C:3]([CH:4]([CH3:6])[CH3:5])[N:7]=5)=[CH:23][CH:22]=4)[CH:18]=[CH:19]3)=[CH:29][CH:28]=2)[CH2:36][CH2:35]1)=[O:38])([CH3:43])([CH3:42])[CH3:41].